This data is from Forward reaction prediction with 1.9M reactions from USPTO patents (1976-2016). The task is: Predict the product of the given reaction. (1) The product is: [CH3:2][CH:1]([S:4]([NH:8][CH2:9][C@H:10]1[CH2:15][CH2:14][C@H:13]([NH:16][C:17]([O:19][CH2:20][C:21]2[CH:22]=[CH:23][CH:24]=[CH:25][CH:26]=2)=[O:18])[CH2:12][CH2:11]1)(=[O:6])=[O:5])[CH3:3]. Given the reactants [CH:1]([S:4](Cl)(=[O:6])=[O:5])([CH3:3])[CH3:2].[NH2:8][CH2:9][C@H:10]1[CH2:15][CH2:14][C@H:13]([NH:16][C:17]([O:19][CH2:20][C:21]2[CH:26]=[CH:25][CH:24]=[CH:23][CH:22]=2)=[O:18])[CH2:12][CH2:11]1, predict the reaction product. (2) Given the reactants C(OC([N:8]1[CH2:13][CH2:12][CH:11]([CH:14]2[C:27]3[CH:26]=[CH:25][C:24]([C:28]#[N:29])=[CH:23][C:22]=3[O:21][C:20]3[C:15]2=[CH:16][CH:17]=[CH:18][C:19]=3[O:30]C)[CH2:10][CH2:9]1)=O)(C)(C)C.[C:32]([OH:38])([C:34]([F:37])([F:36])[F:35])=[O:33].C(N(CC)C(C1C=CC2C(C3CCNCC3)C3C(OC=2C=1)=C(OC)C=CC=3)=O)C, predict the reaction product. The product is: [OH:30][C:19]1[CH:18]=[CH:17][CH:16]=[C:15]2[C:20]=1[O:21][C:22]1[CH:23]=[C:24]([C:28]#[N:29])[CH:25]=[CH:26][C:27]=1[CH:14]2[CH:11]1[CH2:10][CH2:9][NH:8][CH2:13][CH2:12]1.[C:32]([OH:38])([C:34]([F:37])([F:36])[F:35])=[O:33]. (3) Given the reactants [CH3:1][O:2][C:3]1[CH:4]=[C:5]2[C:10](=[CH:11][C:12]=1[O:13][CH3:14])[N:9]=[CH:8][CH:7]=[C:6]2[O:15][C:16]1[CH:21]=[CH:20][C:19]([NH:22][C:23](=O)[CH2:24][O:25][C:26]2[CH:31]=[CH:30][CH:29]=[C:28]([CH3:32])[CH:27]=2)=[CH:18][CH:17]=1.Cl.[OH-].[Na+], predict the reaction product. The product is: [CH3:1][O:2][C:3]1[CH:4]=[C:5]2[C:10](=[CH:11][C:12]=1[O:13][CH3:14])[N:9]=[CH:8][CH:7]=[C:6]2[O:15][C:16]1[CH:17]=[CH:18][C:19]([NH:22][CH2:23][CH2:24][O:25][C:26]2[CH:31]=[CH:30][CH:29]=[C:28]([CH3:32])[CH:27]=2)=[CH:20][CH:21]=1. (4) Given the reactants Br[C:2]1[CH:10]=[CH:9][CH:8]=[C:7]2[C:3]=1[C:4]([O:11][C@@H:12]1[O:38][C@H:37]([CH2:39][O:40][C:41](=[O:46])[C:42]([CH3:45])([CH3:44])[CH3:43])[C@@H:29]([O:30][C:31](=[O:36])[C:32]([CH3:35])([CH3:34])[CH3:33])[C@H:21]([O:22][C:23](=[O:28])[C:24]([CH3:27])([CH3:26])[CH3:25])[C@H:13]1[O:14][C:15](=[O:20])[C:16]([CH3:19])([CH3:18])[CH3:17])=[N:5][NH:6]2.[CH2:47]=[CH:48][C:49]1[CH:54]=[CH:53][CH:52]=[CH:51][CH:50]=1.CC1C=CC=CC=1P(C1C=CC=CC=1C)C1C=CC=CC=1C, predict the reaction product. The product is: [C:49]1(/[CH:48]=[CH:47]/[C:2]2[CH:10]=[CH:9][CH:8]=[C:7]3[C:3]=2[C:4]([O:11][C@@H:12]2[O:38][C@H:37]([CH2:39][O:40][C:41](=[O:46])[C:42]([CH3:45])([CH3:44])[CH3:43])[C@@H:29]([O:30][C:31](=[O:36])[C:32]([CH3:33])([CH3:34])[CH3:35])[C@H:21]([O:22][C:23](=[O:28])[C:24]([CH3:25])([CH3:26])[CH3:27])[C@H:13]2[O:14][C:15](=[O:20])[C:16]([CH3:19])([CH3:18])[CH3:17])=[N:5][NH:6]3)[CH:54]=[CH:53][CH:52]=[CH:51][CH:50]=1.